The task is: Regression. Given a peptide amino acid sequence and an MHC pseudo amino acid sequence, predict their binding affinity value. This is MHC class II binding data.. This data is from Peptide-MHC class II binding affinity with 134,281 pairs from IEDB. (1) The binding affinity (normalized) is 0.459. The peptide sequence is LQDLELSWNLNGLQAY. The MHC is DRB1_0401 with pseudo-sequence DRB1_0401. (2) The peptide sequence is QKRGIVKENIIDLTKI. The MHC is DRB1_0401 with pseudo-sequence DRB1_0401. The binding affinity (normalized) is 0.450. (3) The peptide sequence is CSGEPVVVHITDDNE. The MHC is HLA-DPA10301-DPB10402 with pseudo-sequence HLA-DPA10301-DPB10402. The binding affinity (normalized) is 0.0559. (4) The peptide sequence is ETDTYPDKLPFKN. The MHC is DRB1_0401 with pseudo-sequence DRB1_0401. The binding affinity (normalized) is 0.182. (5) The peptide sequence is SDFYGLISERFINYC. The MHC is DRB1_1501 with pseudo-sequence DRB1_1501. The binding affinity (normalized) is 0.520. (6) The peptide sequence is YLGLLSQRTRDIYIS. The MHC is DRB1_0301 with pseudo-sequence DRB1_0301. The binding affinity (normalized) is 0.528. (7) The peptide sequence is PEKPDSVTPMILKAQK. The MHC is HLA-DQA10102-DQB10602 with pseudo-sequence HLA-DQA10102-DQB10602. The binding affinity (normalized) is 0.641. (8) The MHC is HLA-DQA10201-DQB10301 with pseudo-sequence HLA-DQA10201-DQB10301. The binding affinity (normalized) is 0.240. The peptide sequence is AEMETESWIVDRQWA.